This data is from NCI-60 drug combinations with 297,098 pairs across 59 cell lines. The task is: Regression. Given two drug SMILES strings and cell line genomic features, predict the synergy score measuring deviation from expected non-interaction effect. (1) Drug 1: C1CC(=O)NC(=O)C1N2CC3=C(C2=O)C=CC=C3N. Drug 2: CC1=C(C=C(C=C1)C(=O)NC2=CC(=CC(=C2)C(F)(F)F)N3C=C(N=C3)C)NC4=NC=CC(=N4)C5=CN=CC=C5. Cell line: UACC-257. Synergy scores: CSS=1.55, Synergy_ZIP=0.952, Synergy_Bliss=2.61, Synergy_Loewe=-0.452, Synergy_HSA=-1.03. (2) Drug 1: CC12CCC(CC1=CCC3C2CCC4(C3CC=C4C5=CN=CC=C5)C)O. Drug 2: COCCOC1=C(C=C2C(=C1)C(=NC=N2)NC3=CC=CC(=C3)C#C)OCCOC.Cl. Cell line: OVCAR-8. Synergy scores: CSS=7.47, Synergy_ZIP=-1.47, Synergy_Bliss=0.899, Synergy_Loewe=0.384, Synergy_HSA=0.471. (3) Drug 1: CC1=C(C=C(C=C1)NC(=O)C2=CC=C(C=C2)CN3CCN(CC3)C)NC4=NC=CC(=N4)C5=CN=CC=C5. Drug 2: C1=NC2=C(N1)C(=S)N=CN2. Cell line: RXF 393. Synergy scores: CSS=36.1, Synergy_ZIP=0.677, Synergy_Bliss=1.52, Synergy_Loewe=-11.0, Synergy_HSA=2.72. (4) Drug 1: C(CC(=O)O)C(=O)CN.Cl. Drug 2: CC(C)CN1C=NC2=C1C3=CC=CC=C3N=C2N. Cell line: SNB-75. Synergy scores: CSS=5.32, Synergy_ZIP=-2.90, Synergy_Bliss=-1.000, Synergy_Loewe=0.113, Synergy_HSA=0.0642. (5) Drug 1: C1C(C(OC1N2C=NC3=C(N=C(N=C32)Cl)N)CO)O. Drug 2: C1CN(CCN1C(=O)CCBr)C(=O)CCBr. Cell line: NCI-H226. Synergy scores: CSS=1.52, Synergy_ZIP=3.10, Synergy_Bliss=4.21, Synergy_Loewe=-61.4, Synergy_HSA=0.382. (6) Drug 1: C1=NC2=C(N1)C(=S)N=C(N2)N. Drug 2: CN1C2=C(C=C(C=C2)N(CCCl)CCCl)N=C1CCCC(=O)O.Cl. Cell line: IGROV1. Synergy scores: CSS=14.5, Synergy_ZIP=-10.8, Synergy_Bliss=-10.5, Synergy_Loewe=-21.4, Synergy_HSA=-9.70.